From a dataset of Peptide-MHC class II binding affinity with 134,281 pairs from IEDB. Regression. Given a peptide amino acid sequence and an MHC pseudo amino acid sequence, predict their binding affinity value. This is MHC class II binding data. (1) The peptide sequence is SINYRTEIDKPSQHH. The MHC is HLA-DQA10501-DQB10201 with pseudo-sequence HLA-DQA10501-DQB10201. The binding affinity (normalized) is 0.0304. (2) The peptide sequence is RNVFDEVIPTAFSIG. The MHC is HLA-DPA10103-DPB10401 with pseudo-sequence HLA-DPA10103-DPB10401. The binding affinity (normalized) is 0.326. (3) The peptide sequence is ENVKMEDVGYPIIID. The MHC is HLA-DPA10103-DPB10401 with pseudo-sequence HLA-DPA10103-DPB10401. The binding affinity (normalized) is 0.190. (4) The peptide sequence is LRAHRLHQLAFDTYQ. The MHC is DRB1_0802 with pseudo-sequence DRB1_0802. The binding affinity (normalized) is 0.202. (5) The peptide sequence is YIKFLANVSTVLTGK. The MHC is DRB1_0802 with pseudo-sequence DRB1_0802. The binding affinity (normalized) is 0.770. (6) The peptide sequence is TWAENIQVAINQVRAII. The MHC is DRB5_0101 with pseudo-sequence DRB5_0101. The binding affinity (normalized) is 0.506. (7) The peptide sequence is NPVKAFQFLVDLILF. The MHC is HLA-DQA10501-DQB10301 with pseudo-sequence HLA-DQA10501-DQB10301. The binding affinity (normalized) is 0.163.